Dataset: Full USPTO retrosynthesis dataset with 1.9M reactions from patents (1976-2016). Task: Predict the reactants needed to synthesize the given product. (1) Given the product [CH3:28][C:24]1[C:23]([C:21]([N:20]2[C:8]3([C:5]4[CH:4]=[CH:3][C:2](=[O:1])[N:7]([CH3:29])[CH:6]=4)[CH2:13][N:12]4[CH:14]=[CH:15][CH:16]=[C:11]4[C:10](=[O:17])[N:9]3[CH2:18][CH2:19]2)=[O:22])=[CH:27][O:26][N:25]=1, predict the reactants needed to synthesize it. The reactants are: [OH:1][C:2]1[N:7]=[CH:6][C:5]([C:8]23[N:20]([C:21]([C:23]4[C:24]([CH3:28])=[N:25][O:26][CH:27]=4)=[O:22])[CH2:19][CH2:18][N:9]2[C:10](=[O:17])[C:11]2[N:12]([CH:14]=[CH:15][CH:16]=2)[CH2:13]3)=[CH:4][CH:3]=1.[C:29](=O)([O-])[O-].[Cs+].[Cs+].CI. (2) Given the product [Br:1][C:2]1[N:6]2[N:7]=[C:8]([Cl:12])[CH:9]=[C:10]([O:15][CH2:13][CH3:14])[C:5]2=[N:4][CH:3]=1, predict the reactants needed to synthesize it. The reactants are: [Br:1][C:2]1[N:6]2[N:7]=[C:8]([Cl:12])[CH:9]=[C:10](Br)[C:5]2=[N:4][CH:3]=1.[CH2:13]([O-:15])[CH3:14].[Na+]. (3) Given the product [CH2:5]([CH:7]([CH2:11][CH2:12][CH2:13][CH3:14])[C:8]([C:20]1[S:19][C:18]2[CH2:21][S:22][CH2:23][C:17]=2[C:16]=1[F:15])=[O:9])[CH3:6], predict the reactants needed to synthesize it. The reactants are: [Al+3].[Cl-].[Cl-].[Cl-].[CH2:5]([CH:7]([CH2:11][CH2:12][CH2:13][CH3:14])[C:8](Cl)=[O:9])[CH3:6].[F:15][C:16]1[C:17]2[CH2:23][S:22][CH2:21][C:18]=2[S:19][CH:20]=1. (4) Given the product [ClH:10].[CH:1]1([N:4]2[CH2:9][CH2:8][N:7]([C:11]3[CH:20]=[CH:19][C:18]4[C:13](=[CH:14][CH:15]=[CH:16][CH:17]=4)[N:12]=3)[CH2:6][CH2:5]2)[CH2:3][CH2:2]1, predict the reactants needed to synthesize it. The reactants are: [CH:1]1([N:4]2[CH2:9][CH2:8][NH:7][CH2:6][CH2:5]2)[CH2:3][CH2:2]1.[Cl:10][C:11]1[CH:20]=[CH:19][C:18]2[C:13](=[CH:14][CH:15]=[CH:16][CH:17]=2)[N:12]=1. (5) Given the product [Cl:24][C:17]1[C:18]([C:20]([F:21])([F:22])[F:23])=[CH:19][C:14]2[N:13]=[C:12]([CH2:25][CH3:26])[N:11]([C:8]3[CH:7]=[CH:6][C:5]([CH2:4][CH2:3][O:2][C:1](=[O:34])[NH:44][S:41]([C:39]4[N:38]=[CH:37][N:36]([CH3:35])[CH:40]=4)(=[O:43])=[O:42])=[CH:10][CH:9]=3)[C:15]=2[CH:16]=1, predict the reactants needed to synthesize it. The reactants are: [C:1](=[O:34])(OC1C=CC=CC=1)[O:2][CH2:3][CH2:4][C:5]1[CH:10]=[CH:9][C:8]([N:11]2[C:15]3[CH:16]=[C:17]([Cl:24])[C:18]([C:20]([F:23])([F:22])[F:21])=[CH:19][C:14]=3[N:13]=[C:12]2[CH2:25][CH3:26])=[CH:7][CH:6]=1.[CH3:35][N:36]1[CH:40]=[C:39]([S:41]([NH2:44])(=[O:43])=[O:42])[N:38]=[CH:37]1. (6) Given the product [NH2:1][C@H:2]([C:10]([N:12]([CH3:35])[C@H:13]([C:17]([NH:19][C@H:20]([C:32]([NH2:34])=[O:33])[CH2:21][C:22]1[CH:27]=[CH:26][C:25]([OH:28])=[C:24]([N:29]([CH3:30])[CH3:31])[CH:23]=1)=[O:18])[CH:14]([CH3:15])[CH3:16])=[O:11])[CH2:3][C:4]1[CH:5]=[CH:6][CH:7]=[CH:8][CH:9]=1, predict the reactants needed to synthesize it. The reactants are: [NH:1](C(OCC1C2C(=CC=CC=2)C2C1=CC=CC=2)=O)[C@H:2]([C:10]([N:12]([CH3:35])[C@H:13]([C:17]([NH:19][C@H:20]([C:32]([NH2:34])=[O:33])[CH2:21][C:22]1[CH:27]=[CH:26][C:25]([OH:28])=[C:24]([N:29]([CH3:31])[CH3:30])[CH:23]=1)=[O:18])[CH:14]([CH3:16])[CH3:15])=[O:11])[CH2:3][C:4]1[CH:9]=[CH:8][CH:7]=[CH:6][CH:5]=1.